Dataset: Full USPTO retrosynthesis dataset with 1.9M reactions from patents (1976-2016). Task: Predict the reactants needed to synthesize the given product. Given the product [C:36]([C:2]1[CH:3]=[C:4]([CH2:19][N:20]2[C:24]([CH3:25])=[CH:23][C:22]([NH:26][C:27]([CH:29]3[CH2:34][CH2:33][O:32][CH2:31][CH2:30]3)=[O:28])=[N:21]2)[C:5]2[O:9][C:8]([C:10]3[CH:15]=[CH:14][CH:13]=[CH:12][CH:11]=3)=[CH:7][C:6]=2[CH:18]=1)#[N:35], predict the reactants needed to synthesize it. The reactants are: Cl[C:2]1[CH:3]=[C:4]([CH2:19][N:20]2[C:24]([CH3:25])=[CH:23][C:22]([NH:26][C:27]([CH:29]3[CH2:34][CH2:33][O:32][CH2:31][CH2:30]3)=[O:28])=[N:21]2)[C:5]2[O:9][C:8]([C:10]3[CH:15]=[CH:14][C:13](C#N)=[CH:12][CH:11]=3)=[CH:7][C:6]=2[CH:18]=1.[NH2:35][C:36]1C=C(C)N(CC2C3OC(C4C=CC=CC=4)=CC=3C=C(C#N)C=2)N=1.